Predict the product of the given reaction. From a dataset of Forward reaction prediction with 1.9M reactions from USPTO patents (1976-2016). (1) Given the reactants [C:1]([C:4]1([CH3:18])[CH2:8][O:7][C:6]([CH3:10])([CH3:9])[N:5]1[C:11]([O:13][C:14]([CH3:17])([CH3:16])[CH3:15])=[O:12])(=[S:3])[NH2:2].Br[CH2:20][C:21]([CH3:23])=O, predict the reaction product. The product is: [CH3:9][C:6]1([CH3:10])[N:5]([C:11]([O:13][C:14]([CH3:17])([CH3:16])[CH3:15])=[O:12])[C:4]([CH3:18])([C:1]2[S:3][CH:20]=[C:21]([CH3:23])[N:2]=2)[CH2:8][O:7]1. (2) Given the reactants Cl.[Cl:2][C@@H:3]([C:19]1[CH:24]=[CH:23][CH:22]=[C:21]([C:25]([F:28])([F:27])[F:26])[CH:20]=1)[CH2:4][CH2:5][NH:6][CH:7]([C:9]1[C:18]2[C:13](=[CH:14][CH:15]=[CH:16][CH:17]=2)[CH:12]=[CH:11][CH:10]=1)[CH3:8].C(=O)(O)[O-].[Na+], predict the reaction product. The product is: [CH3:8][C@@H:7]([NH:6][CH2:5][CH2:4][CH2:3][C:19]1[CH:24]=[CH:23][CH:22]=[C:21]([C:25]([F:26])([F:27])[F:28])[CH:20]=1)[C:9]1[CH:10]=[CH:11][CH:12]=[C:13]2[CH:14]=[CH:15][CH:16]=[CH:17][C:18]=12.[ClH:2]. (3) Given the reactants Cl.[F:2][C:3]1[CH:4]=[C:5]([CH2:11][CH2:12][C:13]([OH:15])=[O:14])[CH:6]=[CH:7][C:8]=1[O:9]C, predict the reaction product. The product is: [F:2][C:3]1[CH:4]=[C:5]([CH2:11][CH2:12][C:13]([OH:15])=[O:14])[CH:6]=[CH:7][C:8]=1[OH:9]. (4) Given the reactants [C:1]([O:5][C:6](=[O:17])[NH:7][C:8]1[CH:13]=[C:12]([NH2:14])[C:11]([Cl:15])=[CH:10][C:9]=1[F:16])([CH3:4])([CH3:3])[CH3:2].C(N(C(C)C)C(C)C)C.Cl[C:28]1[N:33]=[C:32]([S:34][C:35]#[N:36])[C:31]([N+:37]([O-:39])=[O:38])=[CH:30][N:29]=1.O, predict the reaction product. The product is: [Cl:15][C:11]1[C:12]([NH:14][C:28]2[N:33]=[C:32]([S:34][C:35]#[N:36])[C:31]([N+:37]([O-:39])=[O:38])=[CH:30][N:29]=2)=[CH:13][C:8]([NH:7][C:6](=[O:17])[O:5][C:1]([CH3:4])([CH3:2])[CH3:3])=[C:9]([F:16])[CH:10]=1. (5) Given the reactants [O:1]=[C:2]1[C:7]2([CH2:13][O:12][CH2:11][CH2:10][O:9][CH2:8]2)[N:6](C(OC(C)(C)C)=O)[CH2:5][C@@H:4]([C:21]2[CH:26]=[CH:25][CH:24]=[CH:23][CH:22]=2)[N:3]1[CH2:27][C:28](=[O:48])[NH:29][C:30]1[CH:31]=[C:32]2[C:45](=[CH:46][CH:47]=1)[CH2:44][C@:34]1([C:42]3[C:37](=[N:38][CH:39]=[CH:40][CH:41]=3)[NH:36][C:35]1=[O:43])[CH2:33]2.Cl, predict the reaction product. The product is: [O:43]=[C:35]1[NH:36][C:37]2=[N:38][CH:39]=[CH:40][CH:41]=[C:42]2[C@:34]21[CH2:33][C:32]1[C:45](=[CH:46][CH:47]=[C:30]([NH:29][C:28](=[O:48])[CH2:27][N:3]3[C:2](=[O:1])[C:7]4([CH2:13][O:12][CH2:11][CH2:10][O:9][CH2:8]4)[NH:6][CH2:5][C@H:4]3[C:21]3[CH:26]=[CH:25][CH:24]=[CH:23][CH:22]=3)[CH:31]=1)[CH2:44]2. (6) Given the reactants FC(F)(F)C([N:5]([C@@H:13]1[CH2:15][C@H:14]1[C:16]1[CH:21]=[CH:20][CH:19]=[CH:18][CH:17]=1)[CH2:6][CH:7]1[CH2:12][CH2:11][NH:10][CH2:9][CH2:8]1)=O.[CH:24]([C:26]1[CH:35]=[CH:34][C:29]([C:30]([O:32]C)=[O:31])=[CH:28][N:27]=1)=O.C(O[BH-](OC(=O)C)OC(=O)C)(=O)C.[Na+].[OH-].[Na+], predict the reaction product. The product is: [C:16]1([C@@H:14]2[CH2:15][C@H:13]2[NH:5][CH2:6][CH:7]2[CH2:8][CH2:9][N:10]([CH2:24][C:26]3[CH:35]=[CH:34][C:29]([C:30]([OH:32])=[O:31])=[CH:28][N:27]=3)[CH2:11][CH2:12]2)[CH:17]=[CH:18][CH:19]=[CH:20][CH:21]=1.